From a dataset of Forward reaction prediction with 1.9M reactions from USPTO patents (1976-2016). Predict the product of the given reaction. (1) Given the reactants [H-].[Al+3].[Li+].[H-].[H-].[H-].[OH:7][C:8]1[C:24]([CH3:25])=[CH:23][CH:22]=[CH:21][C:9]=1[C:10]([NH:12][C:13]1[CH:18]=[CH:17][CH:16]=[C:15]([O:19][CH3:20])[N:14]=1)=O, predict the reaction product. The product is: [CH3:20][O:19][C:15]1[N:14]=[C:13]([NH:12][CH2:10][C:9]2[CH:21]=[CH:22][CH:23]=[C:24]([CH3:25])[C:8]=2[OH:7])[CH:18]=[CH:17][CH:16]=1. (2) Given the reactants [Br:1][C:2]1[C:10]2[S:9][C:8]([NH2:11])=[N:7][C:6]=2[CH:5]=[CH:4][CH:3]=1.BrC1C=CC2N=C(N)SC=2C=1.[C:23](OC(=O)C)(=[O:25])[CH3:24].BrC1C=CC2N=C(NC(=O)C)SC=2C=1, predict the reaction product. The product is: [Br:1][C:2]1[C:10]2[S:9][C:8]([NH:11][C:23](=[O:25])[CH3:24])=[N:7][C:6]=2[CH:5]=[CH:4][CH:3]=1.